This data is from Forward reaction prediction with 1.9M reactions from USPTO patents (1976-2016). The task is: Predict the product of the given reaction. (1) Given the reactants [CH:1](O)=[O:2].C(OC(=O)C)(=O)C.[N+:11]([C:14]1[CH:23]=[CH:22][CH:21]=[CH:20][C:15]=1[C:16]([NH:18][NH2:19])=[O:17])([O-:13])=[O:12].C(OC(=O)C)=O, predict the reaction product. The product is: [CH:1]([NH:19][NH:18][C:16](=[O:17])[C:15]1[CH:20]=[CH:21][CH:22]=[CH:23][C:14]=1[N+:11]([O-:13])=[O:12])=[O:2]. (2) Given the reactants [C:1]1([NH:7][CH2:8][CH2:9][C@@H:10]2[CH2:15][CH2:14][CH2:13][C@H:12]([NH:16][C:17]([C:19]3[C:20]([C:25]4[C:30](F)=[CH:29][CH:28]=[CH:27][C:26]=4[Cl:32])=[N:21][O:22][C:23]=3[CH3:24])=[O:18])[CH2:11]2)[CH:6]=[CH:5][CH:4]=[CH:3][CH:2]=1.C[Si]([N-][Si](C)(C)C)(C)C.[K+], predict the reaction product. The product is: [C:1]1([NH:7][CH2:8][CH2:9][C@@H:10]2[CH2:15][CH2:14][CH2:13][C@H:12]([N:16]3[C:30]4[CH:29]=[CH:28][CH:27]=[C:26]([Cl:32])[C:25]=4[C:20]4=[N:21][O:22][C:23]([CH3:24])=[C:19]4[C:17]3=[O:18])[CH2:11]2)[CH:6]=[CH:5][CH:4]=[CH:3][CH:2]=1. (3) Given the reactants [CH3:1][C:2]1[CH:3]=[C:4]([OH:17])[CH:5]=[CH:6][C:7]=1[CH2:8][CH2:9][CH2:10][CH2:11][N:12]1[CH:16]=[CH:15][N:14]=[N:13]1.[H-].[Na+].Cl[CH2:21][C:22]1[CH:27]=[CH:26][CH:25]=[C:24]([C:28]2[CH:33]=[CH:32][CH:31]=[C:30]([Cl:34])[CH:29]=2)[N:23]=1.O, predict the reaction product. The product is: [Cl:34][C:30]1[CH:29]=[C:28]([C:24]2[CH:25]=[CH:26][CH:27]=[C:22]([CH2:21][O:17][C:4]3[CH:5]=[CH:6][C:7]([CH2:8][CH2:9][CH2:10][CH2:11][N:12]4[CH:16]=[CH:15][N:14]=[N:13]4)=[C:2]([CH3:1])[CH:3]=3)[N:23]=2)[CH:33]=[CH:32][CH:31]=1. (4) The product is: [Cl:1][C:2]1[CH:3]=[CH:4][C:5]([C:8]2[C:16]3[C:11](=[CH:12][CH:13]=[CH:14][C:15]=3[S:17][CH3:18])[NH:10][C:9]=2[C:19]([OH:21])=[O:20])=[CH:6][CH:7]=1. Given the reactants [Cl:1][C:2]1[CH:7]=[CH:6][C:5]([C:8]2[C:16]3[C:11](=[CH:12][CH:13]=[CH:14][C:15]=3[S:17][CH3:18])[NH:10][C:9]=2[C:19]([O:21]CC)=[O:20])=[CH:4][CH:3]=1.[OH-].[K+], predict the reaction product.